This data is from Catalyst prediction with 721,799 reactions and 888 catalyst types from USPTO. The task is: Predict which catalyst facilitates the given reaction. Reactant: [Cl:1][C:2]1[CH:7]=[C:6](Cl)[N:5]=[C:4]([NH2:9])[CH:3]=1.[NH:10]1[CH2:15][CH2:14][O:13][CH2:12][CH2:11]1. Product: [Cl:1][C:2]1[CH:7]=[C:6]([N:10]2[CH2:15][CH2:14][O:13][CH2:12][CH2:11]2)[N:5]=[C:4]([NH2:9])[CH:3]=1. The catalyst class is: 6.